Dataset: Peptide-MHC class I binding affinity with 185,985 pairs from IEDB/IMGT. Task: Regression. Given a peptide amino acid sequence and an MHC pseudo amino acid sequence, predict their binding affinity value. This is MHC class I binding data. (1) The peptide sequence is LCSEKPVMHY. The MHC is HLA-A32:01 with pseudo-sequence HLA-A32:01. The binding affinity (normalized) is 0. (2) The peptide sequence is KINRSKTPY. The MHC is HLA-A03:01 with pseudo-sequence HLA-A03:01. The binding affinity (normalized) is 0.332. (3) The peptide sequence is VFFCFAWYL. The MHC is Patr-A0701 with pseudo-sequence Patr-A0701. The binding affinity (normalized) is 0.368. (4) The peptide sequence is ETEQPTLDY. The MHC is HLA-A69:01 with pseudo-sequence HLA-A69:01. The binding affinity (normalized) is 0.264. (5) The peptide sequence is RFRCVGPAP. The MHC is HLA-A03:01 with pseudo-sequence HLA-A03:01. The binding affinity (normalized) is 0.0847.